Dataset: Full USPTO retrosynthesis dataset with 1.9M reactions from patents (1976-2016). Task: Predict the reactants needed to synthesize the given product. (1) Given the product [Br:16][C:8]1[CH:9]=[C:10]2[O:15][CH2:14][CH2:13][C:11]2=[C:12]2[C:7]=1[NH:6][C:5]([C:17]([OH:19])=[O:18])=[C:4]2[CH2:3][CH2:2][NH:1][C:30]([O:32][C:33]([CH3:36])([CH3:35])[CH3:34])=[O:31], predict the reactants needed to synthesize it. The reactants are: [NH2:1][CH2:2][CH2:3][C:4]1[C:12]2[C:7](=[C:8]([Br:16])[CH:9]=[C:10]3[O:15][CH2:14][CH2:13][C:11]3=2)[NH:6][C:5]=1[C:17]([OH:19])=[O:18].O1CCCC1.C(=O)([O-])O.[Na+].[C:30](O[C:30]([O:32][C:33]([CH3:36])([CH3:35])[CH3:34])=[O:31])([O:32][C:33]([CH3:36])([CH3:35])[CH3:34])=[O:31]. (2) Given the product [N:1]1([C:5]([C@H:7]2[CH2:8][NH:9][CH2:10][C@@H:11]([N:13]([CH2:14][CH:15]([CH3:17])[CH3:16])[C:18]([C:20]3[C:21]([NH:30][CH2:31][CH2:32][CH2:33][O:34][CH3:35])=[N:22][C:23]([C:26]([CH3:28])([CH3:29])[CH3:27])=[N:24][CH:25]=3)=[O:19])[CH2:12]2)=[O:6])[CH2:2][CH2:3][CH2:4]1, predict the reactants needed to synthesize it. The reactants are: [N:1]1([C:5]([C@@H:7]2[CH2:12][C@H:11]([N:13]([C:18]([C:20]3[C:21]([NH:30][CH2:31][CH2:32][CH2:33][O:34][CH3:35])=[N:22][C:23]([C:26]([CH3:29])([CH3:28])[CH3:27])=[N:24][CH:25]=3)=[O:19])[CH2:14][CH:15]([CH3:17])[CH3:16])[CH2:10][N:9](C(OC(C)(C)C)=O)[CH2:8]2)=[O:6])[CH2:4][CH2:3][CH2:2]1. (3) Given the product [Cl:30][C:27]1[CH:28]=[CH:29][C:24]([N:21]2[CH2:20][CH2:19][N:18]([C:16](=[O:17])[CH2:15][N:11]3[C:10]4[CH:33]=[CH:34][C:7]([O:6][CH2:5][C:4]([OH:35])=[O:3])=[CH:8][C:9]=4[O:13][C:12]3=[O:14])[CH2:23][CH2:22]2)=[CH:25][C:26]=1[O:31][CH3:32], predict the reactants needed to synthesize it. The reactants are: C([O:3][C:4](=[O:35])[CH2:5][O:6][C:7]1[CH:34]=[CH:33][C:10]2[N:11]([CH2:15][C:16]([N:18]3[CH2:23][CH2:22][N:21]([C:24]4[CH:29]=[CH:28][C:27]([Cl:30])=[C:26]([O:31][CH3:32])[CH:25]=4)[CH2:20][CH2:19]3)=[O:17])[C:12](=[O:14])[O:13][C:9]=2[CH:8]=1)C.Cl. (4) The reactants are: [C:1]([C:6]1[CH:11]=[CH:10][C:9]([NH:12][C:13](=[O:15])[CH3:14])=[CH:8][CH:7]=1)(=[O:5])[CH2:2][CH2:3][CH3:4].[Li+].[CH3:17][CH:18]([N-]C(C)C)C.ICC. Given the product [CH2:3]([CH:2]([CH2:17][CH3:18])[C:1]([C:6]1[CH:11]=[CH:10][C:9]([NH:12][C:13](=[O:15])[CH3:14])=[CH:8][CH:7]=1)=[O:5])[CH3:4], predict the reactants needed to synthesize it. (5) Given the product [NH2:7][C:8]1[N:9]([CH3:26])[C:10](=[O:25])[C:11]([CH3:24])([CH3:23])[C@:12]([C:15]2[CH:20]=[C:19]([NH:21][C:30](=[O:31])[C:29]([F:37])([F:28])[C:33]([F:36])([F:35])[F:34])[CH:18]=[CH:17][C:16]=2[F:22])([CH3:14])[N:13]=1, predict the reactants needed to synthesize it. The reactants are: C(OC(=O)[NH:7][C:8]1[N:9]([CH3:26])[C:10](=[O:25])[C:11]([CH3:24])([CH3:23])[C@:12]([C:15]2[CH:20]=[C:19]([NH2:21])[CH:18]=[CH:17][C:16]=2[F:22])([CH3:14])[N:13]=1)(C)(C)C.[F:28][C:29]([F:37])([C:33]([F:36])([F:35])[F:34])[C:30](O)=[O:31]. (6) Given the product [CH2:1]([CH:3]1[O:8][C:7]2([CH2:9][CH2:10][N:11]([C:14]([O:16][C:17]([CH3:19])([CH3:18])[CH3:20])=[O:15])[CH2:12][CH2:13]2)[CH2:6][N:5]([C:22]2[CH:27]=[CH:26][CH:25]=[CH:24][N:23]=2)[CH2:4]1)[CH3:2], predict the reactants needed to synthesize it. The reactants are: [CH2:1]([CH:3]1[O:8][C:7]2([CH2:13][CH2:12][N:11]([C:14]([O:16][C:17]([CH3:20])([CH3:19])[CH3:18])=[O:15])[CH2:10][CH2:9]2)[CH2:6][NH:5][CH2:4]1)[CH3:2].Cl[C:22]1[CH:27]=[CH:26][CH:25]=[CH:24][N:23]=1.CC(C)([O-])C.[Na+].C(OCC)(=O)C.CCCCCC. (7) Given the product [CH3:11][N:9]1[CH:10]=[C:6]([C:4]([OH:5])=[O:3])[CH:7]=[N:8]1, predict the reactants needed to synthesize it. The reactants are: C([O:3][C:4]([C:6]1[CH:7]=[N:8][N:9]([CH3:11])[CH:10]=1)=[O:5])C.[OH-].[Na+].